From a dataset of Catalyst prediction with 721,799 reactions and 888 catalyst types from USPTO. Predict which catalyst facilitates the given reaction. (1) Reactant: O[CH:2]([C:4]1[S:8][CH:7]=[C:6]([C:9]([O:11][CH3:12])=[O:10])[C:5]=1[CH3:13])[CH3:3].O=S(Cl)Cl.[NH:18]1[CH2:23][CH2:22][O:21][CH2:20][CH2:19]1. Product: [CH3:13][C:5]1[C:6]([C:9]([O:11][CH3:12])=[O:10])=[CH:7][S:8][C:4]=1[CH:2]([N:18]1[CH2:23][CH2:22][O:21][CH2:20][CH2:19]1)[CH3:3]. The catalyst class is: 759. (2) Reactant: C([O:4][CH2:5][CH2:6][N:7]1[CH:11]=[C:10]([C:12]2[C:21]3[CH2:20][CH2:19][C@H:18]4[C@H:22]([CH3:27])[C:23](=[O:26])[CH2:24][CH2:25][C@:17]4([C:28]4[CH:33]=[CH:32][CH:31]=[CH:30][CH:29]=4)[C:16]=3[N:15]=[C:14]([CH3:34])[N:13]=2)[CH:9]=[N:8]1)(=O)C.[CH:35](OCC)=[O:36].C[O-].[Na+]. Product: [OH:4][CH2:5][CH2:6][N:7]1[CH:11]=[C:10]([C:12]2[C:21]3[CH2:20][CH2:19][C@H:18]4[C@H:22]([CH3:27])[C:23](=[O:26])/[C:24](=[CH:35]\[OH:36])/[CH2:25][C@:17]4([C:28]4[CH:29]=[CH:30][CH:31]=[CH:32][CH:33]=4)[C:16]=3[N:15]=[C:14]([CH3:34])[N:13]=2)[CH:9]=[N:8]1. The catalyst class is: 5.